Dataset: Full USPTO retrosynthesis dataset with 1.9M reactions from patents (1976-2016). Task: Predict the reactants needed to synthesize the given product. (1) Given the product [CH2:37]([NH:41][C:28](=[O:27])/[C:9](/[P:4]([O:3][CH2:1][CH3:2])([O:6][CH2:7][CH3:8])=[O:5])=[CH:10]\[CH3:11])[CH:38]([CH3:40])[CH3:39], predict the reactants needed to synthesize it. The reactants are: [CH2:1]([O:3][P:4]([CH2:9]/[CH:10]=[CH:11]/C(O)=O)([O:6][CH2:7][CH3:8])=[O:5])[CH3:2].Cl.C(N=C=NCCCN(C)C)C.[OH:27][C:28]1C2N=NNC=2C=CC=1.[CH2:37]([NH2:41])[CH:38]([CH3:40])[CH3:39].C(=O)([O-])[O-].[Na+].[Na+]. (2) The reactants are: [CH2:1]([N:8]1[CH2:13][CH2:12][CH:11]([N:14]([CH2:22][C:23]2[N:24]=[C:25]([CH2:47][N:48]([CH3:50])[CH3:49])[N:26](C(C3C=CC=CC=3)(C3C=CC=CC=3)C3C=CC=CC=3)[CH:27]=2)C(=O)OC(C)(C)C)[CH2:10][CH2:9]1)[C:2]1[CH:7]=[CH:6][CH:5]=[CH:4][CH:3]=1.FC(F)(F)[C:53]([OH:55])=O. Given the product [CH2:1]([N:8]1[CH2:13][CH2:12][CH:11]([N:14]2[CH2:22][C:23]3=[CH:27][N:26]=[C:25]([CH2:47][N:48]([CH3:50])[CH3:49])[N:24]3[C:53]2=[O:55])[CH2:10][CH2:9]1)[C:2]1[CH:3]=[CH:4][CH:5]=[CH:6][CH:7]=1, predict the reactants needed to synthesize it. (3) Given the product [CH2:1]([O:3][C:4](=[O:17])/[CH:5]=[CH:6]/[C:7]1[CH:12]=[C:11]([O:18][C:19]2[CH:20]=[CH:21][C:22]([NH:25][C:26](=[O:28])[CH3:27])=[CH:23][CH:24]=2)[CH:10]=[CH:9][C:8]=1[N+:14]([O-:16])=[O:15])[CH3:2], predict the reactants needed to synthesize it. The reactants are: [CH2:1]([O:3][C:4](=[O:17])/[CH:5]=[CH:6]/[C:7]1[CH:12]=[C:11](F)[CH:10]=[CH:9][C:8]=1[N+:14]([O-:16])=[O:15])[CH3:2].[OH:18][C:19]1[CH:24]=[CH:23][C:22]([NH:25][C:26](=[O:28])[CH3:27])=[CH:21][CH:20]=1.C([O-])([O-])=O.[K+].[K+].C1OCCOCCOCCOCCOCCOC1.